From a dataset of Forward reaction prediction with 1.9M reactions from USPTO patents (1976-2016). Predict the product of the given reaction. (1) Given the reactants Cl[C:2]1[CH:3]=[CH:4][C:5]2[N:6]=[CH:7][N:8]=[C:9]([O:12][CH:13]3[CH2:18][CH2:17][N:16]([CH3:19])[CH2:15][CH2:14]3)[C:10]=2[N:11]=1.[Cl:20][C:21]1[C:26]([NH:27][S:28]([C:31]2[CH:36]=[CH:35][C:34]([F:37])=[CH:33][C:32]=2[F:38])(=[O:30])=[O:29])=[CH:25][C:24](B2OC(C)(C)C(C)(C)O2)=[CH:23][N:22]=1.C(=O)(O)[O-].[Na+], predict the reaction product. The product is: [Cl:20][C:21]1[C:26]([NH:27][S:28]([C:31]2[CH:36]=[CH:35][C:34]([F:37])=[CH:33][C:32]=2[F:38])(=[O:30])=[O:29])=[CH:25][C:24]([C:2]2[CH:3]=[CH:4][C:5]3[N:6]=[CH:7][N:8]=[C:9]([O:12][CH:13]4[CH2:18][CH2:17][N:16]([CH3:19])[CH2:15][CH2:14]4)[C:10]=3[N:11]=2)=[CH:23][N:22]=1. (2) Given the reactants [C:1]([O:5][C:6](=[O:15])[NH:7][C:8]1[S:9][C:10]([C:13]#[CH:14])=[CH:11][N:12]=1)([CH3:4])([CH3:3])[CH3:2].[Li]CCCC.Cl[C:22]([O:24][CH2:25][CH3:26])=[O:23], predict the reaction product. The product is: [CH2:25]([O:24][C:22](=[O:23])[C:14]#[C:13][C:10]1[S:9][C:8]([NH:7][C:6]([O:5][C:1]([CH3:4])([CH3:3])[CH3:2])=[O:15])=[N:12][CH:11]=1)[CH3:26]. (3) Given the reactants C(OC([N:8]1[CH2:13][CH2:12][C@H:11]([C:14]2[C:19]3[O:20][C:21]4[CH:26]=[CH:25][CH:24]=[CH:23][C:22]=4[C:18]=3[CH:17]=[CH:16][CH:15]=2)[C@@H:10]([O:27][CH2:28][C:29]2[CH:34]=[CH:33][C:32]([C:35]3[CH:40]=[CH:39][CH:38]=[CH:37][CH:36]=3)=[CH:31][CH:30]=2)[CH2:9]1)=O)(C)(C)C.[ClH:41], predict the reaction product. The product is: [ClH:41].[C:32]1([C:35]2[CH:40]=[CH:39][CH:38]=[CH:37][CH:36]=2)[CH:31]=[CH:30][C:29]([CH2:28][O:27][C@@H:10]2[C@@H:11]([C:14]3[C:19]4[O:20][C:21]5[CH:26]=[CH:25][CH:24]=[CH:23][C:22]=5[C:18]=4[CH:17]=[CH:16][CH:15]=3)[CH2:12][CH2:13][NH:8][CH2:9]2)=[CH:34][CH:33]=1. (4) Given the reactants [Br:1][C:2]1[CH:3]=[N:4][CH:5]=[C:6]([CH:10]=1)[C:7](O)=[O:8].CN(C)C=O.S(Cl)([Cl:18])=O, predict the reaction product. The product is: [Br:1][C:2]1[CH:3]=[N:4][CH:5]=[C:6]([CH:10]=1)[C:7]([Cl:18])=[O:8]. (5) Given the reactants [Cl:1][C:2]1[CH:3]=[CH:4][C:5]([C:28]([F:31])([F:30])[F:29])=[C:6]([CH:27]=1)[CH2:7][N:8]1[CH2:13][CH2:12][NH:11][C:10]2[N:14]=[CH:15][C:16]([C:18]3[CH:26]=[CH:25][C:21]([C:22]([OH:24])=O)=[CH:20][CH:19]=3)=[CH:17][C:9]1=2.[CH:32]([NH2:45])([C:39]1[CH:44]=[CH:43][CH:42]=[CH:41][CH:40]=1)[C:33]1[CH:38]=[CH:37][CH:36]=[CH:35][CH:34]=1, predict the reaction product. The product is: [CH:32]([NH:45][C:22](=[O:24])[C:21]1[CH:20]=[CH:19][C:18]([C:16]2[CH:15]=[N:14][C:10]3[NH:11][CH2:12][CH2:13][N:8]([CH2:7][C:6]4[CH:27]=[C:2]([Cl:1])[CH:3]=[CH:4][C:5]=4[C:28]([F:31])([F:29])[F:30])[C:9]=3[CH:17]=2)=[CH:26][CH:25]=1)([C:39]1[CH:40]=[CH:41][CH:42]=[CH:43][CH:44]=1)[C:33]1[CH:38]=[CH:37][CH:36]=[CH:35][CH:34]=1.